From a dataset of Full USPTO retrosynthesis dataset with 1.9M reactions from patents (1976-2016). Predict the reactants needed to synthesize the given product. (1) Given the product [CH3:16][N:17]([CH2:22][C:8]1[N:7]([CH2:9][C:10]([F:11])([F:12])[F:13])[C:6]([CH3:14])=[CH:5][C:4](=[O:15])[C:3]=1[OH:2])[CH3:18], predict the reactants needed to synthesize it. The reactants are: Cl.[OH:2][C:3]1[C:4](=[O:15])[CH:5]=[C:6]([CH3:14])[N:7]([CH2:9][C:10]([F:13])([F:12])[F:11])[CH:8]=1.[CH3:16][N:17]([CH3:22])[CH2:18]N(C)C. (2) Given the product [CH:19]([N:18]1[C:14]([C:12]2[N:13]=[C:6]3[C:5]4[CH:22]=[CH:23][C:2]([C:37]5[CH:38]=[CH:39][CH:40]=[CH:41][C:36]=5[S:33]([CH3:32])(=[O:35])=[O:34])=[CH:3][C:4]=4[O:10][CH2:9][CH2:8][N:7]3[CH:11]=2)=[N:15][CH:16]=[N:17]1)([CH3:21])[CH3:20], predict the reactants needed to synthesize it. The reactants are: Br[C:2]1[CH:23]=[CH:22][C:5]2[C:6]3[N:7]([CH:11]=[C:12]([C:14]4[N:18]([CH:19]([CH3:21])[CH3:20])[N:17]=[CH:16][N:15]=4)[N:13]=3)[CH2:8][CH2:9][O:10][C:4]=2[CH:3]=1.P([O-])([O-])([O-])=O.[K+].[K+].[K+].[CH3:32][S:33]([C:36]1[CH:41]=[CH:40][CH:39]=[CH:38][C:37]=1B(O)O)(=[O:35])=[O:34].COC1C=CC=C(OC)C=1C1C=CC=CC=1P(C1CCCCC1)C1CCCCC1.